Dataset: Catalyst prediction with 721,799 reactions and 888 catalyst types from USPTO. Task: Predict which catalyst facilitates the given reaction. (1) Reactant: [O:1]=[C:2]1[N:7]([CH2:8][C:9]([OH:11])=O)[N:6]=[N:5][C:4]2[CH:12]=[CH:13][CH:14]=[CH:15][C:3]1=2.C(Cl)(=O)C(Cl)=O.[C:22]1([CH2:28][CH2:29][NH2:30])[CH:27]=[CH:26][CH:25]=[CH:24][CH:23]=1.C(N(CC)CC)C. Product: [O:1]=[C:2]1[N:7]([CH2:8][C:9]([NH:30][CH2:29][CH2:28][C:22]2[CH:27]=[CH:26][CH:25]=[CH:24][CH:23]=2)=[O:11])[N:6]=[N:5][C:4]2[CH:12]=[CH:13][CH:14]=[CH:15][C:3]1=2. The catalyst class is: 59. (2) Reactant: [Cl:1][C:2]1[CH:7]=[C:6]([C:8]([F:20])([C:16]([F:19])([F:18])[F:17])[C:9]([F:15])([F:14])[C:10]([F:13])([F:12])[F:11])[CH:5]=[C:4]([Cl:21])[C:3]=1[N:22]1[CH:26]=[C:25]([C:27]2[CH:32]=[CH:31][C:30]([F:33])=[C:29]([N+:34]([O-])=O)[CH:28]=2)[N:24]=[N:23]1.[Sn](Cl)(Cl)(Cl)Cl.Cl. Product: [Cl:21][C:4]1[CH:5]=[C:6]([C:8]([F:20])([C:16]([F:18])([F:19])[F:17])[C:9]([F:15])([F:14])[C:10]([F:13])([F:12])[F:11])[CH:7]=[C:2]([Cl:1])[C:3]=1[N:22]1[CH:26]=[C:25]([C:27]2[CH:32]=[CH:31][C:30]([F:33])=[C:29]([NH2:34])[CH:28]=2)[N:24]=[N:23]1. The catalyst class is: 32.